Dataset: Full USPTO retrosynthesis dataset with 1.9M reactions from patents (1976-2016). Task: Predict the reactants needed to synthesize the given product. (1) Given the product [CH:30]([N:24]1[CH2:29][CH2:28][N:27]([C:2]2[N:7]3[N:8]=[CH:9][CH:10]=[C:6]3[N:5]=[C:4]([NH:11][C:12](=[O:23])[C:13]3[CH:18]=[CH:17][C:16]([C:19]([OH:22])([CH3:21])[CH3:20])=[CH:15][CH:14]=3)[CH:3]=2)[CH2:26][CH2:25]1)=[O:31], predict the reactants needed to synthesize it. The reactants are: Cl[C:2]1[N:7]2[N:8]=[CH:9][CH:10]=[C:6]2[N:5]=[C:4]([NH:11][C:12](=[O:23])[C:13]2[CH:18]=[CH:17][C:16]([C:19]([OH:22])([CH3:21])[CH3:20])=[CH:15][CH:14]=2)[CH:3]=1.[N:24]1([CH:30]=[O:31])[CH2:29][CH2:28][NH:27][CH2:26][CH2:25]1. (2) Given the product [Br:37][C:38]1[CH:45]=[CH:44][C:41]([CH2:42][CH:2]=[O:3])=[C:40]([O:46][C:47]([F:50])([F:49])[F:48])[CH:39]=1, predict the reactants needed to synthesize it. The reactants are: [Cl-].[CH3:2][O:3]C[P+](C1C=CC=CC=1)(C1C=CC=CC=1)C1C=CC=CC=1.C1([Li])C=CC=CC=1.C1CCCCC1.[Br:37][C:38]1[CH:45]=[CH:44][C:41]([CH:42]=O)=[C:40]([O:46][C:47]([F:50])([F:49])[F:48])[CH:39]=1.